Dataset: Catalyst prediction with 721,799 reactions and 888 catalyst types from USPTO. Task: Predict which catalyst facilitates the given reaction. Reactant: [OH:1][CH2:2][C:3]1([CH2:15][OH:16])[CH2:9][CH2:8][CH2:7][C:6]2[CH:10]=[CH:11][CH:12]=[CH:13][C:5]=2[C:4]1=[O:14].C(N(CC)CC)C.[F:24][C:25]1[CH:30]=[C:29]([F:31])[CH:28]=[CH:27][C:26]=1[N:32]=[C:33]=[S:34]. Product: [OH:16][CH2:15][C:3]1([CH2:2][O:1][C:33](=[S:34])[NH:32][C:26]2[CH:27]=[CH:28][C:29]([F:31])=[CH:30][C:25]=2[F:24])[CH2:9][CH2:8][CH2:7][C:6]2[CH:10]=[CH:11][CH:12]=[CH:13][C:5]=2[C:4]1=[O:14]. The catalyst class is: 7.